Dataset: Reaction yield outcomes from USPTO patents with 853,638 reactions. Task: Predict the reaction yield, written as a fraction of the theoretical maximum amount of product (1.0 means a 100% yield; for example, 0.34 means a 34% yield). (1) The reactants are [NH:1]1[CH2:4][CH:3]([N:5]2[CH:9]=[CH:8][C:7]([C:10]3[N:22]([CH2:23][C:24]4[CH:29]=[CH:28][CH:27]=[C:26]([Cl:30])[CH:25]=4)[C:13]4[CH:14]=[CH:15][C:16]5[N:17]([C:18]([CH3:21])=[N:19][N:20]=5)[C:12]=4[CH:11]=3)=[N:6]2)[CH2:2]1.[C:31](Cl)(=[O:33])[CH3:32].C(N(CC)CC)C. The catalyst is C(Cl)Cl. The product is [C:31]([N:1]1[CH2:2][CH:3]([N:5]2[CH:9]=[CH:8][C:7]([C:10]3[N:22]([CH2:23][C:24]4[CH:29]=[CH:28][CH:27]=[C:26]([Cl:30])[CH:25]=4)[C:13]4[CH:14]=[CH:15][C:16]5[N:17]([C:18]([CH3:21])=[N:19][N:20]=5)[C:12]=4[CH:11]=3)=[N:6]2)[CH2:4]1)(=[O:33])[CH3:32]. The yield is 0.700. (2) The reactants are [OH:1][C:2]1[CH:7]=[CH:6][C:5]([N:8]2[C:13](=[O:14])[C:12]([CH2:15][C:16]3[CH:21]=[CH:20][C:19]([C:22]4[C:23]([C:28]#[N:29])=[CH:24][CH:25]=[CH:26][CH:27]=4)=[CH:18][CH:17]=3)=[C:11]([CH2:30][CH2:31][CH3:32])[N:10]=[C:9]2[CH3:33])=[CH:4][CH:3]=1.[CH3:34][C:35]1([CH3:42])[CH2:40][CH:39](O)[CH2:38][CH2:37][O:36]1.C1(P(C2C=CC=CC=2)C2C=CC=CC=2)C=CC=CC=1.[N:63]([C:64]([O:66]C(C)C)=[O:65])=[N:63][C:64]([O:66]C(C)C)=[O:65]. The catalyst is O1CCCC1.O. The product is [CH3:34][C:35]1([CH3:42])[CH2:40][CH:39]([O:1][C:2]2[CH:3]=[CH:4][C:5]([N:8]3[C:13](=[O:14])[C:12]([CH2:15][C:16]4[CH:21]=[CH:20][C:19]([C:22]5[CH:27]=[CH:26][CH:25]=[CH:24][C:23]=5[C:28]5[NH:63][C:64](=[O:65])[O:66][N:29]=5)=[CH:18][CH:17]=4)=[C:11]([CH2:30][CH2:31][CH3:32])[N:10]=[C:9]3[CH3:33])=[CH:6][CH:7]=2)[CH2:38][CH2:37][O:36]1. The yield is 0.350. (3) The reactants are Cl[C:2]1[CH:7]=[CH:6][N:5]=[C:4]([C:8]#[N:9])[CH:3]=1.[CH3:10][S-:11].[Na+].C(OCC)(=O)C.O. The catalyst is C1COCC1. The product is [C:8]([C:4]1[CH:3]=[C:2]([S:11][CH3:10])[CH:7]=[CH:6][N:5]=1)#[N:9]. The yield is 0.990. (4) The reactants are F[C:2]1[CH:3]=[C:4]([N+:8]([O-:10])=[O:9])[CH:5]=[CH:6][CH:7]=1.C(N(CC)CC)C.[N:18]1([C:24]([O:26][CH2:27][CH3:28])=[O:25])[CH2:23][CH2:22][NH:21][CH2:20][CH2:19]1.C(O)C. The catalyst is CN1C(=O)CCC1. The product is [CH2:27]([O:26][C:24]([N:18]1[CH2:19][CH2:20][N:21]([C:2]2[CH:7]=[CH:6][CH:5]=[C:4]([N+:8]([O-:10])=[O:9])[CH:3]=2)[CH2:22][CH2:23]1)=[O:25])[CH3:28]. The yield is 0.380. (5) The reactants are O1CCCC1.[NH2:6][C:7]1[C:15]([NH:16][C:17]2[CH:18]=[C:19]([CH:22]=[CH:23][CH:24]=2)[C:20]#[N:21])=[CH:14][CH:13]=[C:12]2[C:8]=1[CH2:9][CH2:10][CH2:11]2.[C:25](Cl)(=[O:30])[CH2:26][C:27](Cl)=[O:28]. The catalyst is CO. The product is [C:20]([C:19]1[CH:18]=[C:17]([N:16]2[C:27](=[O:28])[CH2:26][C:25](=[O:30])[NH:6][C:7]3[C:8]4[CH2:9][CH2:10][CH2:11][C:12]=4[CH:13]=[CH:14][C:15]2=3)[CH:24]=[CH:23][CH:22]=1)#[N:21]. The yield is 0.290. (6) The reactants are C([O-])([O-])=O.[K+].[K+].Cl[CH2:8][C:9]1[CH:14]=[CH:13][C:12]([CH2:15][Cl:16])=[CH:11][CH:10]=1.[CH3:17][N:18]([CH3:37])[C:19]1[CH:24]=[CH:23][C:22]([C:25]2[O:26][C:27]3[C:32]([C:33](=[O:36])[C:34]=2[OH:35])=[CH:31][CH:30]=[CH:29][CH:28]=3)=[CH:21][CH:20]=1. The catalyst is C(#N)C. The product is [Cl:16][CH2:15][C:12]1[CH:13]=[CH:14][C:9]([CH2:8][O:35][C:34]2[C:33](=[O:36])[C:32]3[C:27](=[CH:28][CH:29]=[CH:30][CH:31]=3)[O:26][C:25]=2[C:22]2[CH:21]=[CH:20][C:19]([N:18]([CH3:37])[CH3:17])=[CH:24][CH:23]=2)=[CH:10][CH:11]=1. The yield is 0.470. (7) The reactants are [S:1]([N:11]1[C:15]2=[N:16][CH:17]=[CH:18][CH:19]=[C:14]2[C:13](=[O:20])[CH2:12]1)([C:4]1[CH:10]=[CH:9][C:7]([CH3:8])=[CH:6][CH:5]=1)(=[O:3])=[O:2].[CH2:21](O)[CH3:22]. The catalyst is S(=O)(=O)(O)O.CCOC(C)=O. The product is [CH2:21]([O:20][C:13]1[C:14]2[C:15](=[N:16][CH:17]=[CH:18][CH:19]=2)[N:11]([S:1]([C:4]2[CH:10]=[CH:9][C:7]([CH3:8])=[CH:6][CH:5]=2)(=[O:3])=[O:2])[CH:12]=1)[CH3:22]. The yield is 0.490.